This data is from Catalyst prediction with 721,799 reactions and 888 catalyst types from USPTO. The task is: Predict which catalyst facilitates the given reaction. (1) Reactant: [CH3:1][C:2]1[N:26]([CH3:27])[C:5]2=[N:6][C:7]([CH3:25])=[C:8]([CH:17]([CH2:22][CH2:23][CH3:24])[C:18]([O:20]C)=[O:19])[C:9]([C:10]3[CH:15]=[CH:14][C:13]([CH3:16])=[CH:12][CH:11]=3)=[C:4]2[N:3]=1.[OH-].[Na+]. Product: [CH3:1][C:2]1[N:26]([CH3:27])[C:5]2=[N:6][C:7]([CH3:25])=[C:8]([CH:17]([CH2:22][CH2:23][CH3:24])[C:18]([OH:20])=[O:19])[C:9]([C:10]3[CH:11]=[CH:12][C:13]([CH3:16])=[CH:14][CH:15]=3)=[C:4]2[N:3]=1. The catalyst class is: 645. (2) Reactant: [NH2:1][CH2:2][C:3]([OH:5])=[O:4].[OH:6][C:7]([C:9]([F:12])([F:11])[F:10])=O.[CH2:13]1[CH2:18]CC(N=C=N[CH:13]2[CH2:18]CC[CH2:15][CH2:14]2)[CH2:15][CH2:14]1.C(O)/C=C/C. Product: [F:10][C:9]([F:12])([F:11])[C:7]([NH:1][CH2:2][C:3]([O:5][CH2:18]/[CH:13]=[CH:14]/[CH3:15])=[O:4])=[O:6]. The catalyst class is: 79.